Dataset: Full USPTO retrosynthesis dataset with 1.9M reactions from patents (1976-2016). Task: Predict the reactants needed to synthesize the given product. (1) Given the product [C:1]([N:36]1[CH2:37][CH2:38][C:33]([CH2:39][C:40]#[N:41])([N:31]2[CH:32]=[C:28]([C:25]3[CH:26]=[N:27][C:22]4[N:23]([C:19]([CH2:18][C:14]5[CH:13]=[C:12]6[C:17](=[CH:16][CH:15]=5)[N:8]=[CH:9][CH:10]=[CH:11]6)=[CH:20][N:21]=4)[N:24]=3)[CH:29]=[N:30]2)[CH2:34][CH2:35]1)(=[O:2])[CH3:3], predict the reactants needed to synthesize it. The reactants are: [C:1](O)([C:3](F)(F)F)=[O:2].[N:8]1[C:17]2[C:12](=[CH:13][C:14]([CH2:18][C:19]3[N:23]4[N:24]=[C:25]([C:28]5[CH:29]=[N:30][N:31]([C:33]6([CH2:39][C:40]#[N:41])[CH2:38][CH2:37][NH:36][CH2:35][CH2:34]6)[CH:32]=5)[CH:26]=[N:27][C:22]4=[N:21][CH:20]=3)=[CH:15][CH:16]=2)[CH:11]=[CH:10][CH:9]=1. (2) Given the product [N:7]([CH2:6][C:5]1[CH:8]=[CH:9][C:2]([CH3:1])=[CH:3][CH:4]=1)=[C:10]=[O:11], predict the reactants needed to synthesize it. The reactants are: [CH3:1][C:2]1[CH:9]=[CH:8][C:5]([CH2:6][NH2:7])=[CH:4][CH:3]=1.[C:10](=O)(O)[O-:11].[Na+].C(Cl)(Cl)=O. (3) Given the product [CH2:1]([Sn:5]([CH2:6][CH2:7][CH2:8][CH3:9])([O:15][CH2:14][CH:13]([CH2:11][CH3:12])[CH2:16][CH2:17][CH2:18][CH3:19])[O:10][Sn:5]([CH2:6][CH2:7][CH2:8][CH3:9])([CH2:1][CH2:2][CH2:3][CH3:4])[O:15][CH2:14][CH:13]([CH2:11][CH3:12])[CH2:16][CH2:17][CH2:18][CH3:19])[CH2:2][CH2:3][CH3:4], predict the reactants needed to synthesize it. The reactants are: [CH2:1]([Sn:5](=[O:10])[CH2:6][CH2:7][CH2:8][CH3:9])[CH2:2][CH2:3][CH3:4].[CH2:11]([CH:13]([CH2:16][CH2:17][CH2:18][CH3:19])[CH2:14][OH:15])[CH3:12]. (4) Given the product [OH:39][CH2:38][CH2:37][O:40][C:2]1[N:3]=[CH:4][CH:5]=[C:6]2[C:11](=[O:12])[C:10]([C:13]3[CH:18]=[CH:17][C:16]([C:19]4([NH:23][C:24](=[O:30])[O:25][C:26]([CH3:29])([CH3:28])[CH3:27])[CH2:22][CH2:21][CH2:20]4)=[CH:15][CH:14]=3)=[C:9]([C:31]3[CH:36]=[CH:35][CH:34]=[CH:33][CH:32]=3)[O:8][C:7]=12, predict the reactants needed to synthesize it. The reactants are: Cl[C:2]1[N:3]=[CH:4][CH:5]=[C:6]2[C:11](=[O:12])[C:10]([C:13]3[CH:18]=[CH:17][C:16]([C:19]4([NH:23][C:24](=[O:30])[O:25][C:26]([CH3:29])([CH3:28])[CH3:27])[CH2:22][CH2:21][CH2:20]4)=[CH:15][CH:14]=3)=[C:9]([C:31]3[CH:36]=[CH:35][CH:34]=[CH:33][CH:32]=3)[O:8][C:7]=12.[CH2:37]([OH:40])[CH2:38][OH:39].CC(C)([O-])C.[K+].